The task is: Predict the reactants needed to synthesize the given product.. This data is from Full USPTO retrosynthesis dataset with 1.9M reactions from patents (1976-2016). Given the product [CH2:1]([N:8]1[C:13]2[CH:14]=[C:15]([Cl:18])[CH:16]=[CH:17][C:12]=2[O:11][CH:10]([C:19]([N:61]2[CH2:62][CH2:63][C:58]([CH2:57][C:56]3[CH:55]=[CH:54][C:53]([F:52])=[CH:67][CH:66]=3)([C:64]#[N:65])[CH2:59][CH2:60]2)=[O:21])[CH2:9]1)[C:2]1[CH:3]=[CH:4][CH:5]=[CH:6][CH:7]=1, predict the reactants needed to synthesize it. The reactants are: [CH2:1]([N:8]1[C:13]2[CH:14]=[C:15]([Cl:18])[CH:16]=[CH:17][C:12]=2[O:11][CH:10]([C:19]([OH:21])=O)[CH2:9]1)[C:2]1[CH:7]=[CH:6][CH:5]=[CH:4][CH:3]=1.CCN(C(C)C)C(C)C.CCN=C=NCCCN(C)C.C1C=CC2N(O)N=NC=2C=1.[F:52][C:53]1[CH:67]=[CH:66][C:56]([CH2:57][C:58]2([C:64]#[N:65])[CH2:63][CH2:62][NH:61][CH2:60][CH2:59]2)=[CH:55][CH:54]=1.